From a dataset of Forward reaction prediction with 1.9M reactions from USPTO patents (1976-2016). Predict the product of the given reaction. The product is: [CH2:7]([O:14][C:15]1[CH:20]=[CH:19][C:18]([CH2:21][CH2:22][C:23]([Cl:2])=[O:25])=[CH:17][CH:16]=1)[C:8]1[CH:13]=[CH:12][CH:11]=[CH:10][CH:9]=1. Given the reactants P(Cl)(Cl)(Cl)(Cl)[Cl:2].[CH2:7]([O:14][C:15]1[CH:20]=[CH:19][C:18]([CH2:21][CH2:22][C:23]([OH:25])=O)=[CH:17][CH:16]=1)[C:8]1[CH:13]=[CH:12][CH:11]=[CH:10][CH:9]=1, predict the reaction product.